From a dataset of Reaction yield outcomes from USPTO patents with 853,638 reactions. Predict the reaction yield, written as a fraction of the theoretical maximum amount of product (1.0 means a 100% yield; for example, 0.34 means a 34% yield). (1) The reactants are [NH2:1][C:2]1[CH:7]=[C:6]([C:8]([F:11])([F:10])[F:9])[CH:5]=[CH:4][C:3]=1[NH:12][C:13]1[C:14]([CH3:23])=[C:15]([CH:20]=[CH:21][CH:22]=1)[C:16]([O:18][CH3:19])=[O:17].[O:24]1[CH2:28][CH2:27][CH2:26][C@@H:25]1[C:29](O)=[O:30].Cl.C(N=C=NCCCN(C)C)C.O.ON1C2C=CC=CC=2N=N1. The catalyst is C(#N)C.O. The product is [CH3:23][C:14]1[C:13]([NH:12][C:3]2[CH:4]=[CH:5][C:6]([C:8]([F:10])([F:11])[F:9])=[CH:7][C:2]=2[NH:1][C:29]([C@H:25]2[CH2:26][CH2:27][CH2:28][O:24]2)=[O:30])=[CH:22][CH:21]=[CH:20][C:15]=1[C:16]([O:18][CH3:19])=[O:17]. The yield is 0.970. (2) The reactants are C(OC([NH:8][CH:9]([C:21]1[CH:26]=[CH:25][C:24]([O:27][CH3:28])=[CH:23][CH:22]=1)[C:10]([O:12][C@@H:13]1[CH:18]2[CH2:19][CH2:20][N:15]([CH2:16][CH2:17]2)[CH2:14]1)=[O:11])=O)(C)(C)C.[ClH:29]. The catalyst is C1COCC1. The product is [ClH:29].[ClH:29].[NH2:8][CH:9]([C:21]1[CH:22]=[CH:23][C:24]([O:27][CH3:28])=[CH:25][CH:26]=1)[C:10]([O:12][C@@H:13]1[CH:18]2[CH2:17][CH2:16][N:15]([CH2:20][CH2:19]2)[CH2:14]1)=[O:11]. The yield is 1.00. (3) The product is [C:4]([O:3][C:1]([NH:8][CH:9]([CH2:10][O:11][CH2:24][C:23]1[CH:26]=[CH:27][C:28]([F:30])=[CH:29][C:22]=1[F:21])[C:12]([OH:14])=[O:13])=[O:2])([CH3:7])([CH3:6])[CH3:5]. The reactants are [C:1]([NH:8][C@@H:9]([C:12]([OH:14])=[O:13])[CH2:10][OH:11])([O:3][C:4]([CH3:7])([CH3:6])[CH3:5])=[O:2].CC(C)([O-])C.[K+].[F:21][C:22]1[CH:29]=[C:28]([F:30])[CH:27]=[CH:26][C:23]=1[CH2:24]Br. The catalyst is C1COCC1.CN(C=O)C. The yield is 0.709. (4) The catalyst is C(Cl)Cl.O. The product is [CH3:1][C@@H:2]1[N:7]([C:17]([O:16][C:13]([CH3:15])([CH3:14])[CH3:12])=[O:18])[CH2:6][C@H:5]([C:8]([O:10][CH3:11])=[O:9])[CH2:4][CH2:3]1. The reactants are [CH3:1][C@@H:2]1[NH:7][CH2:6][C@H:5]([C:8]([O:10][CH3:11])=[O:9])[CH2:4][CH2:3]1.[CH3:12][C:13]([O:16][C:17](O[C:17]([O:16][C:13]([CH3:15])([CH3:14])[CH3:12])=[O:18])=[O:18])([CH3:15])[CH3:14].C[C@H]1NC[C@@H](C(OC)=O)CC1. The yield is 0.710. (5) The reactants are Br[C:2]1[CH:12]=[CH:11][C:5]2[N:6]([CH3:10])[CH2:7][CH2:8][O:9][C:4]=2[CH:3]=1.C([Li])CCC.CCCCCC.[CH2:24]([O:26][C:27]1[CH:28]=[C:29]([CH:36]=[CH:37][C:38]=1[O:39][CH3:40])[C:30](N(OC)C)=[O:31])[CH3:25]. The catalyst is C1COCC1.O.C(O)(C)C. The product is [CH2:24]([O:26][C:27]1[CH:28]=[C:29]([C:30]([C:2]2[CH:12]=[CH:11][C:5]3[N:6]([CH3:10])[CH2:7][CH2:8][O:9][C:4]=3[CH:3]=2)=[O:31])[CH:36]=[CH:37][C:38]=1[O:39][CH3:40])[CH3:25]. The yield is 0.870.